Task: Predict the reactants needed to synthesize the given product.. Dataset: Full USPTO retrosynthesis dataset with 1.9M reactions from patents (1976-2016) Given the product [CH3:1][O:2][C:3]1[CH:8]=[CH:7][C:6]([NH:9][S:11]([C:14]2[CH:15]=[CH:16][C:17]([CH2:20][C:21]([OH:23])=[O:22])=[CH:18][CH:19]=2)(=[O:13])=[O:12])=[CH:5][CH:4]=1, predict the reactants needed to synthesize it. The reactants are: [CH3:1][O:2][C:3]1[CH:8]=[CH:7][C:6]([NH2:9])=[CH:5][CH:4]=1.Cl[S:11]([C:14]1[CH:19]=[CH:18][C:17]([CH2:20][C:21]([OH:23])=[O:22])=[CH:16][CH:15]=1)(=[O:13])=[O:12].